This data is from Forward reaction prediction with 1.9M reactions from USPTO patents (1976-2016). The task is: Predict the product of the given reaction. Given the reactants C(NC(C)C)(C)C.C([Li])CCC.[O:13]([C:20]1[CH:25]=[CH:24][C:23]([CH2:26][C:27]([OH:29])=[O:28])=[CH:22][CH:21]=1)[C:14]1[CH:19]=[CH:18][CH:17]=[CH:16][CH:15]=1.I[CH2:31][CH:32]1[CH2:36][CH2:35][CH2:34][CH2:33]1.Cl, predict the reaction product. The product is: [CH:32]1([CH2:31][CH:26]([C:23]2[CH:22]=[CH:21][C:20]([O:13][C:14]3[CH:15]=[CH:16][CH:17]=[CH:18][CH:19]=3)=[CH:25][CH:24]=2)[C:27]([OH:29])=[O:28])[CH2:36][CH2:35][CH2:34][CH2:33]1.